Dataset: Forward reaction prediction with 1.9M reactions from USPTO patents (1976-2016). Task: Predict the product of the given reaction. (1) Given the reactants C([O:5][C:6]([C@H:8]1[CH2:12][CH2:11][CH2:10][N:9]1[C:13](=[O:42])[CH2:14][O:15][C:16]1[C:21]([Cl:22])=[C:20]([Cl:23])[C:19]([Cl:24])=[C:18]([Cl:25])[C:17]=1[O:26][CH2:27][C:28]([N:30]1[CH2:34][CH2:33][CH2:32][C@@H:31]1[C:35]([O:37]C(C)(C)C)=[O:36])=[O:29])=[O:7])(C)(C)C, predict the reaction product. The product is: [C:6]([C@H:8]1[CH2:12][CH2:11][CH2:10][N:9]1[C:13](=[O:42])[CH2:14][O:15][C:16]1[C:21]([Cl:22])=[C:20]([Cl:23])[C:19]([Cl:24])=[C:18]([Cl:25])[C:17]=1[O:26][CH2:27][C:28]([N:30]1[CH2:34][CH2:33][CH2:32][C@@H:31]1[C:35]([OH:37])=[O:36])=[O:29])([OH:7])=[O:5]. (2) Given the reactants [OH:1][C:2]12[CH2:11][CH:6]3[CH2:7][CH:8]([CH2:10][C:4]([CH2:12][O:13][C:14]([C:16]([F:22])([F:21])[S:17]([O-:20])(=[O:19])=[O:18])=[O:15])([CH2:5]3)[CH2:3]1)[CH2:9]2.[C:23]1([S+:29]([C:36]2[CH:41]=[CH:40][CH:39]=[CH:38][CH:37]=2)[C:30]2[CH:35]=[CH:34][CH:33]=[CH:32][CH:31]=2)[CH:28]=[CH:27][CH:26]=[CH:25][CH:24]=1.CN1CCCC1.[CH3:48][C:49]([C:51](Cl)=[O:52])=[CH2:50].COC(C)(C)C, predict the reaction product. The product is: [C:51]([O:1][C:2]12[CH2:11][CH:6]3[CH2:7][CH:8]([CH2:10][C:4]([CH2:12][O:13][C:14]([C:16]([F:22])([F:21])[S:17]([O-:20])(=[O:18])=[O:19])=[O:15])([CH2:5]3)[CH2:3]1)[CH2:9]2)(=[O:52])[C:49]([CH3:50])=[CH2:48].[C:36]1([S+:29]([C:23]2[CH:24]=[CH:25][CH:26]=[CH:27][CH:28]=2)[C:30]2[CH:35]=[CH:34][CH:33]=[CH:32][CH:31]=2)[CH:37]=[CH:38][CH:39]=[CH:40][CH:41]=1.